From a dataset of Catalyst prediction with 721,799 reactions and 888 catalyst types from USPTO. Predict which catalyst facilitates the given reaction. (1) Reactant: [F:1][C:2]1[CH:3]=[C:4]([NH:8][C:9]([NH:11][CH:12]2[CH2:17][CH2:16][NH:15][CH2:14][CH2:13]2)=[O:10])[CH:5]=[CH:6][CH:7]=1.C(N(CC)CC)C.[C:25](Cl)(=[O:27])[CH3:26].O. Product: [C:25]([N:15]1[CH2:16][CH2:17][CH:12]([NH:11][C:9]([NH:8][C:4]2[CH:5]=[CH:6][CH:7]=[C:2]([F:1])[CH:3]=2)=[O:10])[CH2:13][CH2:14]1)(=[O:27])[CH3:26]. The catalyst class is: 4. (2) Reactant: Br[CH2:2][C:3]([O:5][CH3:6])=[O:4].[NH2:7][CH2:8][CH2:9][CH2:10][N:11]1[CH2:15][CH2:14][CH2:13][C:12]1=[O:16].C(N(C(C)C)CC)(C)C. Product: [C:3]([CH2:2][NH:7][CH2:8][CH2:9][CH2:10][N:11]1[CH2:15][CH2:14][CH2:13][C:12]1=[O:16])([O:5][CH3:6])=[O:4]. The catalyst class is: 2. (3) Reactant: [N+:1]([CH:4]1[CH2:9][CH2:8][CH2:7][CH2:6][CH2:5]1)([O-:3])=[O:2].[OH-:10].[Na+].[CH2:12]=O.Cl. Product: [N+:1]([C:4]1([CH2:12][OH:10])[CH2:9][CH2:8][CH2:7][CH2:6][CH2:5]1)([O-:3])=[O:2]. The catalyst class is: 97. (4) Reactant: [NH2:1][CH2:2][C:3]1([C:16]2[CH:21]=[CH:20][CH:19]=[CH:18][CH:17]=2)[CH2:8][CH2:7][N:6]([C:9]([O:11][C:12]([CH3:15])([CH3:14])[CH3:13])=[O:10])[CH2:5][CH2:4]1.[H][H]. Product: [NH2:1][CH2:2][C:3]1([CH:16]2[CH2:17][CH2:18][CH2:19][CH2:20][CH2:21]2)[CH2:8][CH2:7][N:6]([C:9]([O:11][C:12]([CH3:15])([CH3:14])[CH3:13])=[O:10])[CH2:5][CH2:4]1. The catalyst class is: 856. (5) Reactant: Br[CH2:2][C:3]1[S:7][CH:6]=[N:5][C:4]=1[C:8](=[O:10])[CH3:9].[SH:11][C:12]1[N:17]=[C:16]([OH:18])[CH:15]=[C:14]([C:19]([F:22])([F:21])[F:20])[N:13]=1.C(N(CC)CC)C. Product: [C:8]([C:4]1[N:5]=[CH:6][S:7][C:3]=1[CH2:2][S:11][C:12]1[N:17]=[C:16]([OH:18])[CH:15]=[C:14]([C:19]([F:22])([F:20])[F:21])[N:13]=1)(=[O:10])[CH3:9]. The catalyst class is: 8. (6) Product: [CH2:13]([C:17]1[N:18]=[C:19]([CH3:47])[N:20]([CH2:39][C:40]2[CH:45]=[CH:44][C:43]([CH3:46])=[CH:42][N:41]=2)[C:21](=[O:38])[C:22]=1[CH2:23][C:24]1[CH:25]=[CH:26][C:27]([C:30]2[CH:35]=[CH:34][CH:33]=[CH:32][C:31]=2[C:36]2[NH:3][C:4](=[O:7])[O:5][N:37]=2)=[CH:28][CH:29]=1)[CH2:14][CH2:15][CH3:16]. Reactant: [Cl-].O[NH3+:3].[C:4](=[O:7])([O-])[OH:5].[Na+].CS(C)=O.[CH2:13]([C:17]1[N:18]=[C:19]([CH3:47])[N:20]([CH2:39][C:40]2[CH:45]=[CH:44][C:43]([CH3:46])=[CH:42][N:41]=2)[C:21](=[O:38])[C:22]=1[CH2:23][C:24]1[CH:29]=[CH:28][C:27]([C:30]2[C:31]([C:36]#[N:37])=[CH:32][CH:33]=[CH:34][CH:35]=2)=[CH:26][CH:25]=1)[CH2:14][CH2:15][CH3:16]. The catalyst class is: 13. (7) Reactant: [C:1]([C:4]1[C:5](=[O:21])[NH:6][C:7]2[C:12]([C:13]=1[C:14]1[CH:19]=[CH:18][CH:17]=[CH:16][CH:15]=1)=[CH:11][C:10]([Cl:20])=[CH:9][N:8]=2)(=[O:3])[CH3:2].[CH:22](=O)[C:23]1[CH:28]=[CH:27][CH:26]=[CH:25][CH:24]=1.[OH-].[Na+]. Product: [Cl:20][C:10]1[CH:11]=[C:12]2[C:7](=[N:8][CH:9]=1)[NH:6][C:5](=[O:21])[C:4]([C:1](=[O:3])[CH:2]=[CH:22][C:23]1[CH:28]=[CH:27][CH:26]=[CH:25][CH:24]=1)=[C:13]2[C:14]1[CH:15]=[CH:16][CH:17]=[CH:18][CH:19]=1. The catalyst class is: 8. (8) Reactant: [C:1]1([C:7]2[CH:12]=[C:11]([C:13]3[CH:18]=[CH:17][CH:16]=[CH:15][CH:14]=3)[N:10]=[C:9]([O:19][CH2:20][CH2:21][CH2:22][CH2:23][CH2:24][O:25][C:26]3[CH:31]=[CH:30][C:29]([CH:32]=[CH:33][C:34]([O:36]CC)=[O:35])=[CH:28][C:27]=3[O:39][CH2:40][CH3:41])[CH:8]=2)[CH:6]=[CH:5][CH:4]=[CH:3][CH:2]=1.[OH-].[K+]. Product: [C:1]1([C:7]2[CH:12]=[C:11]([C:13]3[CH:14]=[CH:15][CH:16]=[CH:17][CH:18]=3)[N:10]=[C:9]([O:19][CH2:20][CH2:21][CH2:22][CH2:23][CH2:24][O:25][C:26]3[CH:31]=[CH:30][C:29]([CH:32]=[CH:33][C:34]([OH:36])=[O:35])=[CH:28][C:27]=3[O:39][CH2:40][CH3:41])[CH:8]=2)[CH:6]=[CH:5][CH:4]=[CH:3][CH:2]=1. The catalyst class is: 8.